Dataset: Peptide-MHC class II binding affinity with 134,281 pairs from IEDB. Task: Regression. Given a peptide amino acid sequence and an MHC pseudo amino acid sequence, predict their binding affinity value. This is MHC class II binding data. (1) The peptide sequence is VKQNTLKLATGMRNV. The MHC is DRB4_0101 with pseudo-sequence DRB4_0103. The binding affinity (normalized) is 0.464. (2) The peptide sequence is EKKYFAATQFEPWAA. The MHC is DRB1_1001 with pseudo-sequence DRB1_1001. The binding affinity (normalized) is 0.634. (3) The binding affinity (normalized) is 0. The peptide sequence is IGLVTQTINDFYFVI. The MHC is HLA-DPA10201-DPB11401 with pseudo-sequence HLA-DPA10201-DPB11401. (4) The peptide sequence is RKPLDNIKDNVGKME. The MHC is DRB1_0901 with pseudo-sequence DRB1_0901. The binding affinity (normalized) is 0.0384. (5) The peptide sequence is APAAPANPGLII. The MHC is HLA-DQA10501-DQB10201 with pseudo-sequence HLA-DQA10501-DQB10201. The binding affinity (normalized) is 0.00291.